Dataset: Forward reaction prediction with 1.9M reactions from USPTO patents (1976-2016). Task: Predict the product of the given reaction. (1) Given the reactants [O:1]=[S:2]1(=[O:23])[C:11]([C:12]2[CH:17]=[CH:16][CH:15]=[CH:14][C:13]=2[C:18]([F:21])([F:20])[F:19])=[C:10]([OH:22])[C:5]2=[N:6][CH:7]=[CH:8][CH:9]=[C:4]2[CH2:3]1.N1C=CC=CC=1.[C:30](Cl)(=[O:35])[C:31]([CH3:34])([CH3:33])[CH3:32].O, predict the reaction product. The product is: [O:23]=[S:2]1(=[O:1])[C:11]([C:12]2[CH:17]=[CH:16][CH:15]=[CH:14][C:13]=2[C:18]([F:21])([F:19])[F:20])=[C:10]([O:22][C:30](=[O:35])[C:31]([CH3:34])([CH3:33])[CH3:32])[C:5]2=[N:6][CH:7]=[CH:8][CH:9]=[C:4]2[CH2:3]1. (2) The product is: [F:1][C:2]1[C:10]([O:21][CH3:20])=[CH:9][CH:8]=[C:7]([N:12]2[N:16]=[CH:15][CH:14]=[N:13]2)[C:3]=1[C:4]([OH:6])=[O:5]. Given the reactants [F:1][C:2]1[C:10](C)=[CH:9][CH:8]=[C:7]([N:12]2[N:16]=[CH:15][CH:14]=[N:13]2)[C:3]=1[C:4]([OH:6])=[O:5].FC1C(OC)=CC=C(I)C=1[C:20](O)=[O:21], predict the reaction product. (3) Given the reactants [F:1][C:2]([F:7])(F)[C:3](O)=O.[C:8]([C:10](=[CH:39][CH:40]([CH3:42])[CH3:41])[C:11]([N:13]1[CH2:17][CH2:16][CH2:15][C@@H:14]1[CH2:18][N:19]1[C:23]2[CH:24]=[CH:25][CH:26]=[CH:27][C:22]=2[N:21]=[C:20]1[NH:28][C:29](C1SC(C(F)F)=CC=1)=[O:30])=[O:12])#[N:9].[C:43]([C:45](=[CH:49][CH:50](C)[CH3:51])C(O)=O)#N, predict the reaction product. The product is: [C:8]([C:10](=[CH:39][CH:40]([CH3:41])[CH3:42])[C:11]([N:13]1[CH2:17][CH2:16][CH2:15][C@@H:14]1[CH2:18][N:19]1[C:23]2[CH:24]=[CH:25][CH:26]=[CH:27][C:22]=2[N:21]=[C:20]1[NH:28][C:29](=[O:30])[C:45]1[CH:49]=[CH:50][CH:51]=[C:3]([CH:2]([F:7])[F:1])[CH:43]=1)=[O:12])#[N:9]. (4) Given the reactants Br[C:2]1[CH:7]=[CH:6][C:5]([C:8](=[O:32])[CH2:9][CH2:10][CH2:11][N:12]2[CH2:17][CH2:16][CH:15]([C:18]([OH:31])([C:25]3[CH:30]=[CH:29][CH:28]=[CH:27][CH:26]=3)[C:19]3[CH:24]=[CH:23][CH:22]=[CH:21][CH:20]=3)[CH2:14][CH2:13]2)=[CH:4][CH:3]=1.[C:33]1(B(O)O)[CH:38]=[CH:37][CH:36]=[CH:35][CH:34]=1.C(#N)C.C(=O)([O-])[O-].[K+].[K+], predict the reaction product. The product is: [C:2]1([C:33]2[CH:38]=[CH:37][CH:36]=[CH:35][CH:34]=2)[CH:7]=[CH:6][C:5]([C:8](=[O:32])[CH2:9][CH2:10][CH2:11][N:12]2[CH2:17][CH2:16][CH:15]([C:18]([OH:31])([C:25]3[CH:30]=[CH:29][CH:28]=[CH:27][CH:26]=3)[C:19]3[CH:24]=[CH:23][CH:22]=[CH:21][CH:20]=3)[CH2:14][CH2:13]2)=[CH:4][CH:3]=1. (5) Given the reactants [OH:1][C:2]1([C:8]2[S:9][CH:10]=[CH:11][CH:12]=2)[CH2:7][CH2:6][NH:5][CH2:4][CH2:3]1.Cl.[CH3:14]O, predict the reaction product. The product is: [S:9]1[CH:10]=[CH:11][CH:12]=[C:8]1[C:2]1[CH2:7][CH2:6][NH:5][CH2:4][CH:3]=1.[CH3:14][O:1][C:2]1([C:8]2[S:9][CH:10]=[CH:11][CH:12]=2)[CH2:3][CH2:4][NH:5][CH2:6][CH2:7]1. (6) The product is: [C:16]1([CH2:15][CH2:14][CH2:13][CH2:12][CH2:11][CH2:10][C:9]([C:22]2[O:23][C:24]([C:27]3[CH:32]=[C:31]([C:33]([F:34])([F:35])[F:36])[CH:30]=[CH:29][N:28]=3)=[CH:25][N:26]=2)=[O:8])[CH:17]=[CH:18][CH:19]=[CH:20][CH:21]=1. Given the reactants [Si]([O:8][CH:9]([C:22]1[O:23][C:24]([C:27]2[CH:32]=[C:31]([C:33]([F:36])([F:35])[F:34])[CH:30]=[CH:29][N:28]=2)=[CH:25][N:26]=1)[CH2:10][CH2:11][CH2:12][CH2:13][CH2:14][CH2:15][C:16]1[CH:21]=[CH:20][CH:19]=[CH:18][CH:17]=1)(C(C)(C)C)(C)C.[Si](OC(C1OC([Sn](CCCC)(CCCC)CCCC)=CN=1)CCCCCCC1C=CC=CC=1)(C(C)(C)C)(C)C.ClC1C=C(C(F)(F)F)C=CN=1, predict the reaction product. (7) Given the reactants Cl[C:2]1[C:11]2[C:6](=[CH:7][CH:8]=[CH:9][CH:10]=2)[C:5]2=[N:12][N:13]=[C:14]([C:15]3[CH:20]=[CH:19][CH:18]=[CH:17][CH:16]=3)[N:4]2[N:3]=1.[OH2:21].Cl.[OH-:23].[Na+].[CH3:25]S(C)=O, predict the reaction product. The product is: [C:15]1([C:14]2[N:4]3[N:3]=[C:2]([C:25]([OH:23])=[O:21])[C:11]4[C:6]([C:5]3=[N:12][N:13]=2)=[CH:7][CH:8]=[CH:9][CH:10]=4)[CH:20]=[CH:19][CH:18]=[CH:17][CH:16]=1.